This data is from CYP2C19 inhibition data for predicting drug metabolism from PubChem BioAssay. The task is: Regression/Classification. Given a drug SMILES string, predict its absorption, distribution, metabolism, or excretion properties. Task type varies by dataset: regression for continuous measurements (e.g., permeability, clearance, half-life) or binary classification for categorical outcomes (e.g., BBB penetration, CYP inhibition). Dataset: cyp2c19_veith. (1) The drug is CCCOc1ccc(C(=O)NNC(=S)NC(C)=O)cc1. The result is 0 (non-inhibitor). (2) The drug is Fc1cccc(F)c1C(Nc1nncs1)Nc1nncs1. The result is 0 (non-inhibitor). (3) The molecule is CCn1nc(C)c(NC(=O)CCSc2nc(-c3ccco3)cc(C(F)(F)F)n2)c1C. The result is 0 (non-inhibitor). (4) The drug is COC(=O)[C@@]1(Cc2ccc(F)cc2)[C@H]2c3cc(C(=O)N4CCCC4)n(Cc4ccc(C)o4)c3C[C@H]2CN1C(=O)c1ccccc1. The result is 1 (inhibitor).